From a dataset of Catalyst prediction with 721,799 reactions and 888 catalyst types from USPTO. Predict which catalyst facilitates the given reaction. (1) Reactant: [OH-].[K+:2].[CH3:3][N:4]1[C:12]2[C:7](=[CH:8][C:9]([NH:13][C:14]([C:16]3[C:17]([C:22]4[CH:27]=[CH:26][C:25]([C:28]([F:31])([F:30])[F:29])=[CH:24][CH:23]=4)=[CH:18][CH:19]=[CH:20][CH:21]=3)=[O:15])=[CH:10][CH:11]=2)[CH:6]=[C:5]1[C:32]([O:34]CC)=[O:33]. Product: [K+:2].[CH3:3][N:4]1[C:12]2[C:7](=[CH:8][C:9]([NH:13][C:14]([C:16]3[C:17]([C:22]4[CH:27]=[CH:26][C:25]([C:28]([F:30])([F:31])[F:29])=[CH:24][CH:23]=4)=[CH:18][CH:19]=[CH:20][CH:21]=3)=[O:15])=[CH:10][CH:11]=2)[CH:6]=[C:5]1[C:32]([O-:34])=[O:33]. The catalyst class is: 666. (2) Product: [C:1]1([S:7]([CH2:10][C:11]2[CH:28]=[CH:27][C:14]3[CH2:15][CH2:16][NH:17][CH2:18][CH2:19][C:13]=3[CH:12]=2)(=[O:9])=[O:8])[CH:6]=[CH:5][CH:4]=[CH:3][CH:2]=1. The catalyst class is: 61. Reactant: [C:1]1([S:7]([CH2:10][C:11]2[CH:28]=[CH:27][C:14]3[CH2:15][CH2:16][N:17](C(OC(C)(C)C)=O)[CH2:18][CH2:19][C:13]=3[CH:12]=2)(=[O:9])=[O:8])[CH:6]=[CH:5][CH:4]=[CH:3][CH:2]=1.Cl.O1CCOCC1. (3) Reactant: [CH:1]([N:4]1[C:8]([C:9]2[CH:14]=[CH:13][N:12]=[C:11]([NH:15][C:16]3[CH:23]=[CH:22][C:19]([C:20]#[N:21])=[CH:18][CH:17]=3)[N:10]=2)=[CH:7][N:6]=[C:5]1[CH3:24])([CH3:3])[CH3:2].CC[OH:27].O.[OH-].[K+]. Product: [CH:1]([N:4]1[C:8]([C:9]2[CH:14]=[CH:13][N:12]=[C:11]([NH:15][C:16]3[CH:23]=[CH:22][C:19]([C:20]([NH2:21])=[O:27])=[CH:18][CH:17]=3)[N:10]=2)=[CH:7][N:6]=[C:5]1[CH3:24])([CH3:3])[CH3:2]. The catalyst class is: 876. (4) Reactant: C12OC(CC1)CN(C1N=C(C3C=CC(N)=CC=3)N=C3N(CC(F)(F)F)N=CC=13)C2.ClC(Cl)(OC(=O)OC(Cl)(Cl)Cl)Cl.[O:42]1[CH2:47][CH2:46][N:45]([C:48]2[N:53]=[CH:52][C:51]([NH2:54])=[CH:50][CH:49]=2)[CH2:44][CH2:43]1.[N:55]([C:58]1[CH:63]=[CH:62][C:61]([C:64]2[N:69]=[C:68]3[N:70]([CH2:73][C:74]([F:77])([F:76])[F:75])[N:71]=[CH:72][C:67]3=[C:66]([N:78]3[CH2:84][CH:83]4[O:85][CH:80]([CH2:81][CH2:82]4)[CH2:79]3)[N:65]=2)=[CH:60][CH:59]=1)=[C:56]=[O:57]. Product: [N:45]1([C:48]2[N:53]=[CH:52][C:51]([NH:54][C:56]([NH:55][C:58]3[CH:63]=[CH:62][C:61]([C:64]4[N:69]=[C:68]5[N:70]([CH2:73][C:74]([F:76])([F:77])[F:75])[N:71]=[CH:72][C:67]5=[C:66]([N:78]5[CH2:84][CH:83]6[O:85][CH:80]([CH2:81][CH2:82]6)[CH2:79]5)[N:65]=4)=[CH:60][CH:59]=3)=[O:57])=[CH:50][CH:49]=2)[CH2:46][CH2:47][O:42][CH2:43][CH2:44]1. The catalyst class is: 236.